Dataset: Experimentally validated miRNA-target interactions with 360,000+ pairs, plus equal number of negative samples. Task: Binary Classification. Given a miRNA mature sequence and a target amino acid sequence, predict their likelihood of interaction. The miRNA is hsa-miR-551b-3p with sequence GCGACCCAUACUUGGUUUCAG. The protein sequence of the target gene is MFSAGAESLLHQAREIQDEELKKFCSRICKLLQAEDLGPDTLDSLQRLFLIISATKYSRRLEKTCVDLLQATLGLPACPEQLQVLCAAILREMSPSDSLSLAWDHTQNSRQLSLVASVLLAQGDRNEEVRAVGQGVLRALESRQPEGPSLRHLLPVMAKVVVLSPGTLQEDQATLLSKRLVDWLRYASLQQGLPHSGGFFSTPRARQPGPVTEVDGAVATDFFTVLSSGHRFTDDQWLNVQAFSMLRAWLLHSGPEGPGTLDTDDRSEQEGSTLSVISATSSAGRLLPPRERLREVAFEY.... Result: 1 (interaction).